This data is from Full USPTO retrosynthesis dataset with 1.9M reactions from patents (1976-2016). The task is: Predict the reactants needed to synthesize the given product. The reactants are: [CH2:1]([O:3][C:4]([C:6]1[NH:7][C:8]([CH:11]=NO)=[CH:9][CH:10]=1)=[O:5])[CH3:2].C(OC(=O)C)(=[O:16])C. Given the product [CH2:1]([O:3][C:4]([C:6]1[NH:7][C:8]([CH:11]=[O:16])=[CH:9][CH:10]=1)=[O:5])[CH3:2], predict the reactants needed to synthesize it.